From a dataset of Full USPTO retrosynthesis dataset with 1.9M reactions from patents (1976-2016). Predict the reactants needed to synthesize the given product. Given the product [OH:27][C@@H:11]1[C@@H:10]([N:9]2[C:8](=[O:28])[C:7]3[C:10](=[CH:16][CH:15]=[CH:1][CH:6]=3)[C:11]2=[O:27])[CH2:16][CH2:15][CH2:14][N:13]([S:18]([C:21]2[CH:26]=[CH:25][CH:24]=[CH:23][N:22]=2)(=[O:19])=[O:20])[CH2:12]1, predict the reactants needed to synthesize it. The reactants are: [CH:1]1([CH2:6][C@H:7](NC(C2N(C)N=CC=2)=O)[C:8](=[O:28])[NH:9][C@H:10]2[CH2:16][CH2:15][C@@H:14](C)[N:13]([S:18]([C:21]3[CH:26]=[CH:25][CH:24]=[CH:23][N:22]=3)(=[O:20])=[O:19])[CH2:12][C:11]2=[O:27])CCCC1.